The task is: Predict which catalyst facilitates the given reaction.. This data is from Catalyst prediction with 721,799 reactions and 888 catalyst types from USPTO. (1) Reactant: N1C=CN=C1.[CH3:6][O:7][C:8]([C:10]1([C:13]2[O:17][N:16]=[C:15]([C:18]3[CH:23]=[CH:22][C:21]([OH:24])=[CH:20][CH:19]=3)[C:14]=2[C:25]2[CH:30]=[CH:29][CH:28]=[CH:27][CH:26]=2)[CH2:12][CH2:11]1)=[O:9].[Si:31](Cl)([C:34]([CH3:37])([CH3:36])[CH3:35])([CH3:33])[CH3:32]. Product: [CH3:6][O:7][C:8]([C:10]1([C:13]2[O:17][N:16]=[C:15]([C:18]3[CH:23]=[CH:22][C:21]([O:24][Si:31]([C:34]([CH3:37])([CH3:36])[CH3:35])([CH3:33])[CH3:32])=[CH:20][CH:19]=3)[C:14]=2[C:25]2[CH:30]=[CH:29][CH:28]=[CH:27][CH:26]=2)[CH2:11][CH2:12]1)=[O:9]. The catalyst class is: 220. (2) Reactant: ClC1N=C(Cl)N=C(Cl)N=1.O[N:11]=[C:12]1[CH2:17][CH2:16][CH:15]([C:18]([O:20][CH2:21][CH3:22])=[O:19])[CH2:14][CH2:13]1.[OH2:23]. Product: [O:23]=[C:12]1[NH:11][CH2:17][CH2:16][CH:15]([C:18]([O:20][CH2:21][CH3:22])=[O:19])[CH2:14][CH2:13]1. The catalyst class is: 3. (3) Reactant: [I:1][C:2]1[CH:7]=[CH:6][C:5]([CH2:8][OH:9])=[C:4]([O:10][CH2:11][CH2:12][CH3:13])[CH:3]=1.C(Cl)(=O)C(Cl)=O. Product: [I:1][C:2]1[CH:7]=[CH:6][C:5]([CH:8]=[O:9])=[C:4]([O:10][CH2:11][CH2:12][CH3:13])[CH:3]=1. The catalyst class is: 16.